This data is from NCI-60 drug combinations with 297,098 pairs across 59 cell lines. The task is: Regression. Given two drug SMILES strings and cell line genomic features, predict the synergy score measuring deviation from expected non-interaction effect. Drug 1: C1=CC(=CC=C1C#N)C(C2=CC=C(C=C2)C#N)N3C=NC=N3. Drug 2: CC1C(C(CC(O1)OC2CC(OC(C2O)C)OC3=CC4=CC5=C(C(=O)C(C(C5)C(C(=O)C(C(C)O)O)OC)OC6CC(C(C(O6)C)O)OC7CC(C(C(O7)C)O)OC8CC(C(C(O8)C)O)(C)O)C(=C4C(=C3C)O)O)O)O. Cell line: MCF7. Synergy scores: CSS=22.6, Synergy_ZIP=1.52, Synergy_Bliss=-2.87, Synergy_Loewe=-24.1, Synergy_HSA=-8.12.